Dataset: Forward reaction prediction with 1.9M reactions from USPTO patents (1976-2016). Task: Predict the product of the given reaction. (1) Given the reactants [NH2:1][CH2:2][C:3]([O:5][CH3:6])=[O:4].Cl[C:8]1[C:16]([N+:17]([O-:19])=[O:18])=[CH:15][CH:14]=[CH:13][C:9]=1[C:10]([OH:12])=[O:11].C([O-])([O-])=O.[Na+].[Na+], predict the reaction product. The product is: [C:10]([C:9]1[C:8]([NH:1][CH2:2][C:3]([O:5][CH3:6])=[O:4])=[C:16]([N+:17]([O-:19])=[O:18])[CH:15]=[CH:14][CH:13]=1)([OH:12])=[O:11]. (2) Given the reactants [NH2:1][C:2]1[CH:7]=[CH:6][C:5]([N:8]2[CH:13]=[CH:12][C:11](=[O:14])[CH2:10][CH2:9]2)=[C:4]([F:15])[CH:3]=1.N1C=CC=CC=1.Cl[C:23]([O:25][CH2:26][CH:27]([CH3:29])[CH3:28])=[O:24].C(OCC)(=O)C, predict the reaction product. The product is: [F:15][C:4]1[CH:3]=[C:2]([NH:1][C:23](=[O:24])[O:25][CH2:26][CH:27]([CH3:29])[CH3:28])[CH:7]=[CH:6][C:5]=1[N:8]1[CH:9]=[CH:10][C:11](=[O:14])[CH2:12][CH2:13]1. (3) Given the reactants Cl[C:2]1[N:7]=[CH:6][N:5]=[C:4]([NH:8][C:9]2[CH:14]=[CH:13][C:12]([NH:15][C:16](=[O:19])[CH:17]=[CH2:18])=[CH:11][CH:10]=2)[N:3]=1.[O:20]1[CH2:25][CH2:24][CH:23]([O:26][C:27]2[CH:34]=[CH:33][C:32](B3OC(C)(C)C(C)(C)O3)=[CH:31][C:28]=2[C:29]#[N:30])[CH2:22][CH2:21]1.C1(P(C2C=CC=CC=2)C2C=CC=CC=2)C=CC=CC=1.C(=O)([O-])[O-].[Na+].[Na+], predict the reaction product. The product is: [C:29]([C:28]1[CH:31]=[C:32]([C:2]2[N:7]=[CH:6][N:5]=[C:4]([NH:8][C:9]3[CH:14]=[CH:13][C:12]([NH:15][C:16](=[O:19])[CH:17]=[CH2:18])=[CH:11][CH:10]=3)[N:3]=2)[CH:33]=[CH:34][C:27]=1[O:26][CH:23]1[CH2:24][CH2:25][O:20][CH2:21][CH2:22]1)#[N:30]. (4) The product is: [Cl:1][C:2]1[CH:3]=[CH:4][C:5]([C:28]#[N:29])=[C:6]([C:8]2[C:13]([O:14][CH3:15])=[CH:12][N:11]([CH:16]([CH2:20][CH:21]3[CH2:26][O:25][CH2:24][CH2:23][O:22]3)[C:17]([NH:30][C:31]3[CH:43]=[CH:42][C:34]([C:35]([O:37][C:38]([CH3:39])([CH3:40])[CH3:41])=[O:36])=[CH:33][CH:32]=3)=[O:18])[C:10](=[O:27])[CH:9]=2)[CH:7]=1. Given the reactants [Cl:1][C:2]1[CH:3]=[CH:4][C:5]([C:28]#[N:29])=[C:6]([C:8]2[C:13]([O:14][CH3:15])=[CH:12][N:11]([CH:16]([CH2:20][CH:21]3[CH2:26][O:25][CH2:24][CH2:23][O:22]3)[C:17](O)=[O:18])[C:10](=[O:27])[CH:9]=2)[CH:7]=1.[NH2:30][C:31]1[CH:43]=[CH:42][C:34]([C:35]([O:37][C:38]([CH3:41])([CH3:40])[CH3:39])=[O:36])=[CH:33][CH:32]=1, predict the reaction product. (5) Given the reactants [OH:1][C@:2]1([CH2:9][NH:10][C:11]([C:13]2[C:14]3[CH:15]=[CH:16][C:17](Cl)=[N:18][C:19]=3[CH:20]=[CH:21][C:22]=2[Cl:23])=[O:12])[CH2:7][CH2:6][CH2:5][C@@H:4]([CH3:8])[CH2:3]1.CC[N:27](C(C)C)C(C)C.[CH2:34]([CH:36]1[CH2:40][CH2:39][N:38](N)[CH:37]1[CH3:42])[CH3:35], predict the reaction product. The product is: [OH:1][C@:2]1([CH2:9][NH:10][C:11]([C:13]2[C:14]3[CH:15]=[CH:16][C:17]([N:38]4[CH2:39][CH2:40][CH:36]([CH2:34][CH3:35])[C:37]4([CH3:42])[NH2:27])=[N:18][C:19]=3[CH:20]=[CH:21][C:22]=2[Cl:23])=[O:12])[CH2:7][CH2:6][CH2:5][C@@H:4]([CH3:8])[CH2:3]1.